This data is from Forward reaction prediction with 1.9M reactions from USPTO patents (1976-2016). The task is: Predict the product of the given reaction. (1) The product is: [NH2:1][C:2]1[CH2:3][C:4]([C:38]([N:40]([CH2:41][CH2:42][CH3:43])[CH2:44][CH2:45][CH3:46])=[O:39])=[CH:5][C:6]2[CH:12]=[CH:11][C:10]([C:13]([NH:15][C:16]3[CH:21]=[CH:20][CH:19]=[C:18]([CH2:22][CH2:23][CH2:24][CH2:25][CH2:26][NH2:27])[CH:17]=3)=[O:14])=[CH:9][C:7]=2[N:8]=1. Given the reactants [NH2:1][C:2]1[CH2:3][C:4]([C:38]([N:40]([CH2:44][CH2:45][CH3:46])[CH2:41][CH2:42][CH3:43])=[O:39])=[CH:5][C:6]2[CH:12]=[CH:11][C:10]([C:13]([NH:15][C:16]3[CH:21]=[CH:20][CH:19]=[C:18]([CH2:22][CH2:23][CH2:24][CH2:25][CH2:26][N:27]4C(=O)C5C(=CC=CC=5)C4=O)[CH:17]=3)=[O:14])=[CH:9][C:7]=2[N:8]=1, predict the reaction product. (2) Given the reactants COC1C=C(OC)C=CC=1C[C:6]1[C:7]([F:35])=[C:8]([S:25]([NH:28][C:29]2[CH:34]=[CH:33][N:32]=[CH:31][N:30]=2)(=[O:27])=[O:26])[CH:9]=[C:10]([F:24])[C:11]=1[O:12][C@H:13]1[CH2:17][CH2:16][CH2:15][C@@H:14]1[C:18]1[N:22]([CH3:23])[N:21]=[CH:20][CH:19]=1.C([SiH](CC)CC)C.FC(F)(F)C(O)=O, predict the reaction product. The product is: [F:35][C:7]1[CH:6]=[C:11]([O:12][C@H:13]2[CH2:17][CH2:16][CH2:15][C@@H:14]2[C:18]2[N:22]([CH3:23])[N:21]=[CH:20][CH:19]=2)[C:10]([F:24])=[CH:9][C:8]=1[S:25]([NH:28][C:29]1[CH:34]=[CH:33][N:32]=[CH:31][N:30]=1)(=[O:26])=[O:27]. (3) Given the reactants [C:1]1([CH:7]([C:31]2[CH:36]=[CH:35][CH:34]=[CH:33][CH:32]=2)[CH2:8][C:9]([N:11]2[CH2:15][CH2:14][CH:13]([NH:16][C:17]([NH:19][C:20]3[C:29]4[C:24](=[CH:25][CH:26]=[CH:27][CH:28]=4)[N:23]=[C:22]([CH3:30])[CH:21]=3)=[O:18])[CH2:12]2)=O)[CH:6]=[CH:5][CH:4]=[CH:3][CH:2]=1.[H-].[H-].[H-].[H-].[Li+].[Al+3].CCOC(C)=O.C([O-])(O)=O.[Na+], predict the reaction product. The product is: [C:31]1([CH:7]([C:1]2[CH:2]=[CH:3][CH:4]=[CH:5][CH:6]=2)[CH2:8][CH2:9][N:11]2[CH2:15][CH2:14][CH:13]([NH:16][C:17]([NH:19][C:20]3[C:29]4[C:24](=[CH:25][CH:26]=[CH:27][CH:28]=4)[N:23]=[C:22]([CH3:30])[CH:21]=3)=[O:18])[CH2:12]2)[CH:32]=[CH:33][CH:34]=[CH:35][CH:36]=1. (4) Given the reactants ClN1C(=O)N(Cl)C(=O)N(Cl)C1=O.[Cl:28][C:25]1[CH:26]=[CH:27][C:22]([S:21][S:21][C:22]2[CH:27]=[CH:26][C:25]([Cl:28])=[CH:24][CH:23]=2)=[CH:23][CH:24]=1.[N+:29]([C:32]1[CH:40]=[CH:39][CH:38]=[C:37]2[C:33]=1[CH:34]=[C:35]([CH3:45])[N:36]2[CH2:41][C:42]([OH:44])=[O:43])([O-:31])=[O:30], predict the reaction product. The product is: [Cl:28][C:25]1[CH:24]=[CH:23][C:22]([S:21][C:34]2[C:33]3[C:37](=[CH:38][CH:39]=[CH:40][C:32]=3[N+:29]([O-:31])=[O:30])[N:36]([CH2:41][C:42]([OH:44])=[O:43])[C:35]=2[CH3:45])=[CH:27][CH:26]=1. (5) Given the reactants [CH2:1]([S:5][C:6]1[N:11]=[C:10]([C:12]([OH:14])=O)[CH:9]=[CH:8][CH:7]=1)[CH:2]([CH3:4])[CH3:3].[NH2:15][C@@H:16]([CH2:20][CH:21]([CH3:23])[CH3:22])[C:17]([NH2:19])=[O:18], predict the reaction product. The product is: [C:17]([C@@H:16]([NH:15][C:12]([C:10]1[CH:9]=[CH:8][CH:7]=[C:6]([S:5][CH2:1][CH:2]([CH3:3])[CH3:4])[N:11]=1)=[O:14])[CH2:20][CH:21]([CH3:23])[CH3:22])(=[O:18])[NH2:19]. (6) Given the reactants I[C:2]1[CH:7]=[CH:6][CH:5]=[CH:4][CH:3]=1.C(N(CC)CC)C.[CH2:15]([C:17]1[N:18]([CH2:31][CH2:32][CH2:33][C:34]#[CH:35])[C:19]2[C:28]3[CH:27]=[CH:26][CH:25]=[CH:24][C:23]=3[N:22]=[C:21]([NH2:29])[C:20]=2[N:30]=1)[CH3:16], predict the reaction product. The product is: [CH2:15]([C:17]1[N:18]([CH2:31][CH2:32][CH2:33][C:34]#[C:35][C:2]2[CH:7]=[CH:6][CH:5]=[CH:4][CH:3]=2)[C:19]2[C:28]3[CH:27]=[CH:26][CH:25]=[CH:24][C:23]=3[N:22]=[C:21]([NH2:29])[C:20]=2[N:30]=1)[CH3:16]. (7) Given the reactants Cl.C(N=C=NCCCN(C)C)C.CCN=C=NCCCN(C)C.[N:24]1[C:33]2[C:28](=[CH:29][C:30]([C:34]([OH:36])=O)=[CH:31][CH:32]=2)[CH:27]=[CH:26][CH:25]=1.[CH2:37]([NH2:44])[C:38]1[CH:43]=[CH:42][CH:41]=[CH:40][CH:39]=1, predict the reaction product. The product is: [CH2:37]([NH:44][C:34]([C:30]1[CH:29]=[C:28]2[C:33](=[CH:32][CH:31]=1)[N:24]=[CH:25][CH:26]=[CH:27]2)=[O:36])[C:38]1[CH:43]=[CH:42][CH:41]=[CH:40][CH:39]=1.